This data is from Forward reaction prediction with 1.9M reactions from USPTO patents (1976-2016). The task is: Predict the product of the given reaction. (1) Given the reactants [CH3:1][S:2]([NH:5][C:6]1[CH:7]=[C:8]2[C:12](=[CH:13][CH:14]=1)[N:11]([CH2:15][C:16]([OH:18])=[O:17])[C:10](=[O:19])[C:9]2=[O:20])(=[O:4])=[O:3].[Cl:21][C:22]1[CH:23]=[N+:24]([O-:47])[CH:25]=[C:26]([Cl:46])[C:27]=1[CH2:28][C@@H:29]([C:31]1[CH:36]=[CH:35][C:34]([O:37][CH:38]([F:40])[F:39])=[C:33]([O:41][CH2:42][CH:43]2[CH2:45][CH2:44]2)[CH:32]=1)O.C(Cl)CCl, predict the reaction product. The product is: [Cl:21][C:22]1[CH:23]=[N+:24]([O-:47])[CH:25]=[C:26]([Cl:46])[C:27]=1[CH2:28][C@@H:29]([C:31]1[CH:36]=[CH:35][C:34]([O:37][CH:38]([F:40])[F:39])=[C:33]([O:41][CH2:42][CH:43]2[CH2:45][CH2:44]2)[CH:32]=1)[O:17][C:16](=[O:18])[CH2:15][N:11]1[C:12]2[C:8](=[CH:7][C:6]([NH:5][S:2]([CH3:1])(=[O:3])=[O:4])=[CH:14][CH:13]=2)[C:9](=[O:20])[C:10]1=[O:19]. (2) Given the reactants [N+:1]([C:4]1[CH:9]=[CH:8][CH:7]=[CH:6][C:5]=1[S:10]([NH:13][CH2:14][C:15]([O:17][CH2:18][CH3:19])=[O:16])(=[O:12])=[O:11])([O-:3])=[O:2].C(=O)([O-])[O-].[K+].[K+].[I-].[Na+].[C:28]([O:31][CH2:32][C:33]([CH2:35]Cl)=[O:34])(=[O:30])[CH3:29], predict the reaction product. The product is: [C:28]([O:31][CH2:32][C:33](=[O:34])[CH2:35][N:13]([S:10]([C:5]1[CH:6]=[CH:7][CH:8]=[CH:9][C:4]=1[N+:1]([O-:3])=[O:2])(=[O:12])=[O:11])[CH2:14][C:15]([O:17][CH2:18][CH3:19])=[O:16])(=[O:30])[CH3:29]. (3) Given the reactants [Cl:1][C:2]1[CH:7]=[CH:6][C:5]([S:8]([C:11]2([C:23]3[CH:28]=[C:27]([F:29])[CH:26]=[CH:25][C:24]=3[F:30])[CH2:16][CH2:15][C:14]([CH2:18][S:19]([CH3:22])(=[O:21])=[O:20])(O)[CH2:13][CH2:12]2)(=[O:10])=[O:9])=[CH:4][CH:3]=1.C(N(CC)CC)C.CS(Cl)(=O)=O.N12CCCN=C1CCCCC2, predict the reaction product. The product is: [Cl:1][C:2]1[CH:3]=[CH:4][C:5]([S:8]([C:11]2([C:23]3[CH:28]=[C:27]([F:29])[CH:26]=[CH:25][C:24]=3[F:30])[CH2:16][CH2:15][C:14](=[CH:18][S:19]([CH3:22])(=[O:21])=[O:20])[CH2:13][CH2:12]2)(=[O:9])=[O:10])=[CH:6][CH:7]=1. (4) Given the reactants O=[CH:2][CH2:3][CH2:4][CH2:5][NH:6][C:7]([C:9]1[CH:18]=[CH:17][C:16]2[C:11](=[CH:12][CH:13]=[CH:14][CH:15]=2)[CH:10]=1)=[O:8].[CH2:19]([NH:21][CH:22]1[CH2:30][CH2:29][C:25]2[N:26]=[CH:27][S:28][C:24]=2[CH2:23]1)[CH3:20], predict the reaction product. The product is: [CH2:19]([N:21]([CH:22]1[CH2:30][CH2:29][C:25]2[N:26]=[CH:27][S:28][C:24]=2[CH2:23]1)[CH2:2][CH2:3][CH2:4][CH2:5][NH:6][C:7]([C:9]1[CH:18]=[CH:17][C:16]2[C:11](=[CH:12][CH:13]=[CH:14][CH:15]=2)[CH:10]=1)=[O:8])[CH3:20]. (5) Given the reactants Cl[C:2]1[C:3]2[C:10]3[CH2:11][CH2:12][CH:13]([C:15]([N:17]([CH2:21][CH3:22])[CH:18]([CH3:20])[CH3:19])=[O:16])[CH2:14][C:9]=3[S:8][C:4]=2[N:5]=[CH:6][N:7]=1.[NH2:23][C:24]1[C:33]([O:34][CH3:35])=[CH:32][C:27]2[NH:28][C:29](=[O:31])[S:30][C:26]=2[CH:25]=1, predict the reaction product. The product is: [CH2:21]([N:17]([CH:18]([CH3:20])[CH3:19])[C:15]([CH:13]1[CH2:12][CH2:11][C:10]2[C:3]3[C:2]([NH:23][C:24]4[C:33]([O:34][CH3:35])=[CH:32][C:27]5[NH:28][C:29](=[O:31])[S:30][C:26]=5[CH:25]=4)=[N:7][CH:6]=[N:5][C:4]=3[S:8][C:9]=2[CH2:14]1)=[O:16])[CH3:22].